This data is from NCI-60 drug combinations with 297,098 pairs across 59 cell lines. The task is: Regression. Given two drug SMILES strings and cell line genomic features, predict the synergy score measuring deviation from expected non-interaction effect. (1) Drug 1: CC1OCC2C(O1)C(C(C(O2)OC3C4COC(=O)C4C(C5=CC6=C(C=C35)OCO6)C7=CC(=C(C(=C7)OC)O)OC)O)O. Drug 2: C1=NC2=C(N1)C(=S)N=C(N2)N. Cell line: CCRF-CEM. Synergy scores: CSS=62.5, Synergy_ZIP=-4.58, Synergy_Bliss=-5.44, Synergy_Loewe=-4.10, Synergy_HSA=-0.795. (2) Drug 2: CCC1(C2=C(COC1=O)C(=O)N3CC4=CC5=C(C=CC(=C5CN(C)C)O)N=C4C3=C2)O.Cl. Drug 1: C1CCN(CC1)CCOC2=CC=C(C=C2)C(=O)C3=C(SC4=C3C=CC(=C4)O)C5=CC=C(C=C5)O. Synergy scores: CSS=12.0, Synergy_ZIP=0.857, Synergy_Bliss=0.643, Synergy_Loewe=-33.7, Synergy_HSA=-2.08. Cell line: OVCAR-8. (3) Drug 1: COC1=CC(=CC(=C1O)OC)C2C3C(COC3=O)C(C4=CC5=C(C=C24)OCO5)OC6C(C(C7C(O6)COC(O7)C8=CC=CS8)O)O. Drug 2: C1=NC2=C(N1)C(=S)N=CN2. Cell line: SNB-19. Synergy scores: CSS=50.0, Synergy_ZIP=0.607, Synergy_Bliss=0.940, Synergy_Loewe=-13.8, Synergy_HSA=3.46. (4) Drug 1: C1CN1C2=NC(=NC(=N2)N3CC3)N4CC4. Drug 2: B(C(CC(C)C)NC(=O)C(CC1=CC=CC=C1)NC(=O)C2=NC=CN=C2)(O)O. Cell line: MOLT-4. Synergy scores: CSS=93.1, Synergy_ZIP=-0.0445, Synergy_Bliss=-0.0675, Synergy_Loewe=-1.23, Synergy_HSA=0.0920. (5) Drug 1: C1=C(C(=O)NC(=O)N1)F. Drug 2: C1CN(CCN1C(=O)CCBr)C(=O)CCBr. Cell line: HOP-92. Synergy scores: CSS=27.2, Synergy_ZIP=-7.26, Synergy_Bliss=-0.221, Synergy_Loewe=1.92, Synergy_HSA=3.71.